From a dataset of Reaction yield outcomes from USPTO patents with 853,638 reactions. Predict the reaction yield, written as a fraction of the theoretical maximum amount of product (1.0 means a 100% yield; for example, 0.34 means a 34% yield). (1) The reactants are [C:1]([C:7]1[S:8][CH:9]=[C:10]([CH2:12][O:13][N:14]2C(=O)C3C(=CC=CC=3)C2=O)[N:11]=1)#[C:2][CH2:3][CH2:4][CH2:5][CH3:6].CNN. The catalyst is O1CCCC1. The product is [NH2:14][O:13][CH2:12][C:10]1[N:11]=[C:7]([C:1]#[C:2][CH2:3][CH2:4][CH2:5][CH3:6])[S:8][CH:9]=1. The yield is 0.940. (2) The reactants are [N+:1]([C:4]1[CH:5]=[C:6]([CH:8]=[C:9]([N+:11]([O-:13])=[O:12])[CH:10]=1)[NH2:7])([O-:3])=[O:2].CO[CH:16]1[CH2:20][CH2:19][CH:18](OC)O1. The product is [N+:1]([C:4]1[CH:5]=[C:6]([N:7]2[CH:16]=[CH:20][CH:19]=[CH:18]2)[CH:8]=[C:9]([N+:11]([O-:13])=[O:12])[CH:10]=1)([O-:3])=[O:2]. The catalyst is C(O)(=O)C. The yield is 0.540. (3) The reactants are [CH2:1]1CCC(N=C=NC2CCCCC2)CC1.[OH:16][C:17]1[CH:25]=[CH:24][CH:23]=[C:22]([OH:26])[C:18]=1[C:19]([OH:21])=[O:20].CO. The catalyst is C(Cl)Cl. The product is [OH:16][C:17]1[CH:25]=[CH:24][CH:23]=[C:22]([OH:26])[C:18]=1[C:19]([O:21][CH3:1])=[O:20]. The yield is 0.760. (4) The reactants are [NH2:1][C:2]1[C:7]([C:8]2[O:12][N:11]=[C:10]([CH2:13][C:14]3[CH:19]=[CH:18][C:17]([OH:20])=[CH:16][CH:15]=3)[CH:9]=2)=[CH:6][CH:5]=[CH:4][N:3]=1.[OH-].[Na+].[N:23]1[CH:28]=[CH:27][CH:26]=[CH:25][C:24]=1[CH2:29]Cl. The catalyst is CO. The product is [N:23]1[CH:28]=[CH:27][CH:26]=[CH:25][C:24]=1[CH2:29][O:20][C:17]1[CH:18]=[CH:19][C:14]([CH2:13][C:10]2[CH:9]=[C:8]([C:7]3[C:2]([NH2:1])=[N:3][CH:4]=[CH:5][CH:6]=3)[O:12][N:11]=2)=[CH:15][CH:16]=1. The yield is 0.390. (5) The reactants are [C:1]([C:3]1[CH:8]=[CH:7][C:6](B(O)O)=[CH:5][CH:4]=1)#[N:2].Br[C:13]1[CH:18]=[C:17]([F:19])[C:16]([OH:20])=[C:15]([F:21])[CH:14]=1. No catalyst specified. The product is [F:19][C:17]1[CH:18]=[C:13]([C:6]2[CH:7]=[CH:8][C:3]([C:1]#[N:2])=[CH:4][CH:5]=2)[CH:14]=[C:15]([F:21])[C:16]=1[OH:20]. The yield is 0.480.